This data is from Full USPTO retrosynthesis dataset with 1.9M reactions from patents (1976-2016). The task is: Predict the reactants needed to synthesize the given product. Given the product [CH2:17]([N:24]1[CH2:29][CH2:28][C:27]([C:2]2[CH:7]=[CH:6][C:5]([C:8]([F:11])([F:10])[F:9])=[CH:4][CH:3]=2)([OH:30])[CH2:26][CH2:25]1)[C:18]1[CH:19]=[CH:20][CH:21]=[CH:22][CH:23]=1, predict the reactants needed to synthesize it. The reactants are: Br[C:2]1[CH:7]=[CH:6][C:5]([C:8]([F:11])([F:10])[F:9])=[CH:4][CH:3]=1.C([Li])CCC.[CH2:17]([N:24]1[CH2:29][CH2:28][C:27](=[O:30])[CH2:26][CH2:25]1)[C:18]1[CH:23]=[CH:22][CH:21]=[CH:20][CH:19]=1.